Predict which catalyst facilitates the given reaction. From a dataset of Catalyst prediction with 721,799 reactions and 888 catalyst types from USPTO. (1) Reactant: [Cl:1][C:2]1[C:3]([NH:17][CH:18]2[CH2:25][CH:21]3[CH2:22][NH:23][CH2:24][CH:20]3[CH2:19]2)=[N:4][C:5]([NH:8][C:9]2[CH:13]=[C:12]([CH:14]3[CH2:16][CH2:15]3)[NH:11][N:10]=2)=[N:6][CH:7]=1.CCN(CC)CC.[C:33](OC(=O)C)(=[O:35])[CH3:34]. Product: [Cl:1][C:2]1[C:3]([NH:17][CH:18]2[CH2:25][CH:21]3[CH2:22][N:23]([C:33](=[O:35])[CH3:34])[CH2:24][CH:20]3[CH2:19]2)=[N:4][C:5]([NH:8][C:9]2[CH:13]=[C:12]([CH:14]3[CH2:15][CH2:16]3)[NH:11][N:10]=2)=[N:6][CH:7]=1. The catalyst class is: 2. (2) Reactant: [C:1]([C:4]1[C:22](=[O:23])[C@@:8]2([CH3:24])[C:9]3[C:15]([OH:16])=[CH:14][C:13]([O:17][CH3:18])=[C:12]([C:19]([NH2:21])=[O:20])[C:10]=3[O:11][C:7]2=[CH:6][C:5]=1[OH:25])(=[O:3])[CH3:2].[CH2:26]([C:28]1[C:35]([CH2:36][CH3:37])=[CH:34][C:33]([CH2:38][CH3:39])=[C:32]([CH2:40][CH3:41])[C:29]=1[CH:30]=O)[CH3:27].C([SiH](CC)CC)C.FC(F)(F)C(O)=O. Product: [C:1]([C:4]1[C:22](=[O:23])[C@@:8]2([CH3:24])[C:9]3[C:15]([OH:16])=[CH:14][C:13]([O:17][CH3:18])=[C:12]([C:19]([NH:21][CH2:30][C:29]4[C:28]([CH2:26][CH3:27])=[C:35]([CH2:36][CH3:37])[CH:34]=[C:33]([CH2:38][CH3:39])[C:32]=4[CH2:40][CH3:41])=[O:20])[C:10]=3[O:11][C:7]2=[CH:6][C:5]=1[OH:25])(=[O:3])[CH3:2]. The catalyst class is: 10. (3) Reactant: [C:1]([O:5][C:6]([NH:8][C@H:9]([C:13]1[N:23]=[CH:22][C:21]([Cl:24])=[CH:20][C:14]=1[C:15](OCC)=[O:16])[CH:10]([CH3:12])[CH3:11])=[O:7])([CH3:4])([CH3:3])[CH3:2].[BH4-].[Na+].[Cl-].[Ca+2].[Cl-]. Product: [Cl:24][C:21]1[CH:20]=[C:14]([CH2:15][OH:16])[C:13]([C@@H:9]([NH:8][C:6](=[O:7])[O:5][C:1]([CH3:3])([CH3:2])[CH3:4])[CH:10]([CH3:12])[CH3:11])=[N:23][CH:22]=1. The catalyst class is: 14. (4) Reactant: [OH:1][S:2]([OH:5])(=[O:4])=[O:3].[CH3:6][N:7]1[C@@H:24]2[CH2:25][C:12]3=[CH:13][CH:14]=[C:15](O)[C:16]4[O:17][C@H:18]5[C:19]([CH2:21][CH2:22][C@@H:23]2[C@:10]5([C:11]=43)[CH2:9][CH2:8]1)=[O:20].C(#N)C.[OH-].[Na+]. Product: [CH3:6][N:7]1[C@@H:24]2[CH2:25][C:12]3=[CH:13][CH:14]=[C:15]([O:3][S:2]([OH:5])(=[O:1])=[O:4])[C:16]4[O:17][C@H:18]5[C:19]([CH2:21][CH2:22][C@@H:23]2[C@:10]5([C:11]=43)[CH2:9][CH2:8]1)=[O:20]. The catalyst class is: 14. (5) Reactant: C(N(S(F)(F)[F:7])CC)C.[CH2:10]([N:14]1[CH2:31][CH:30]([CH2:32]O)[O:29][C:16]2([CH2:21][CH2:20][N:19]([C:22]([O:24][C:25]([CH3:28])([CH3:27])[CH3:26])=[O:23])[CH2:18][CH2:17]2)[CH2:15]1)[C:11]#[C:12][CH3:13].CO.ClCCl. Product: [CH2:10]([N:14]1[CH2:31][CH:30]([CH2:32][F:7])[O:29][C:16]2([CH2:21][CH2:20][N:19]([C:22]([O:24][C:25]([CH3:28])([CH3:27])[CH3:26])=[O:23])[CH2:18][CH2:17]2)[CH2:15]1)[C:11]#[C:12][CH3:13]. The catalyst class is: 4. (6) Reactant: [Br-].[F:2][C:3]([F:36])([F:35])[C:4]([NH:6][C:7]1[C:32]([F:33])=[CH:31][CH:30]=[C:29]([CH3:34])[C:8]=1[CH2:9][P+](C1C=CC=CC=1)(C1C=CC=CC=1)C1C=CC=CC=1)=O. Product: [F:33][C:32]1[CH:31]=[CH:30][C:29]([CH3:34])=[C:8]2[C:7]=1[NH:6][C:4]([C:3]([F:36])([F:35])[F:2])=[CH:9]2. The catalyst class is: 3. (7) Reactant: C[O:2][C:3]([C:5]1[CH:9]=[C:8]([C:10]2[CH:14]=[CH:13][N:12]([CH3:15])[CH:11]=2)[N:7]([C:16]2[CH:17]=[N:18][C:19]([CH3:22])=[CH:20][CH:21]=2)[N:6]=1)=[O:4].O.[OH-].[Li+]. Product: [CH3:22][C:19]1[N:18]=[CH:17][C:16]([N:7]2[C:8]([C:10]3[CH:14]=[CH:13][N:12]([CH3:15])[CH:11]=3)=[CH:9][C:5]([C:3]([OH:4])=[O:2])=[N:6]2)=[CH:21][CH:20]=1. The catalyst class is: 24. (8) Reactant: [CH3:1][O:2][C:3]([C:5]1[C:6]([CH3:15])=[N:7][C:8]([CH3:14])=[C:9]([CH:13]=1)[C:10](O)=[O:11])=[O:4].B.C1COCC1.CC(O)=O.O.C([O-])(O)=O.[Na+]. Product: [OH:11][CH2:10][C:9]1[C:8]([CH3:14])=[N:7][C:6]([CH3:15])=[C:5]([CH:13]=1)[C:3]([O:2][CH3:1])=[O:4]. The catalyst class is: 249. (9) Product: [CH2:2]([S:5]([O-:8])(=[O:7])=[O:6])[CH2:3][S:5]([O-:8])(=[O:7])=[O:6].[Na+:9].[Na+:9]. The catalyst class is: 6. Reactant: Br[CH2:2][CH2:3]Br.[S:5]([O-:8])([O-:7])=[O:6].[Na+:9].[Na+]. (10) Reactant: [OH:1][C:2]1[C:11]2[C:6](=[CH:7][CH:8]=[CH:9][CH:10]=2)[C@@:5]([CH3:17])([CH2:12][CH2:13][CH:14]([CH3:16])[CH3:15])[C:4](=[O:18])[C:3]=1[C:19]1[NH:24][C:23]2[CH:25]=[CH:26][C:27]([NH:29][C:30](=[O:32])[CH3:31])=[CH:28][C:22]=2[S:21](=[O:34])(=[O:33])[N:20]=1.[OH-].[Na+:36]. The catalyst class is: 6. Product: [C:30]([NH:29][C:27]1[CH:26]=[CH:25][C:23]2[NH:24][C:19]([C:3]3[C:4](=[O:18])[C@:5]([CH3:17])([CH2:12][CH2:13][CH:14]([CH3:15])[CH3:16])[C:6]4[C:11](=[CH:10][CH:9]=[CH:8][CH:7]=4)[C:2]=3[O-:1])=[N:20][S:21](=[O:33])(=[O:34])[C:22]=2[CH:28]=1)(=[O:32])[CH3:31].[Na+:36].